Dataset: Reaction yield outcomes from USPTO patents with 853,638 reactions. Task: Predict the reaction yield, written as a fraction of the theoretical maximum amount of product (1.0 means a 100% yield; for example, 0.34 means a 34% yield). (1) The yield is 0.150. The product is [C:25]([P:24]([C:29]([CH3:32])([CH3:31])[CH3:30])[C:1]1[CH:5]=[CH:36][CH:35]=[CH:3][C:2]=1[C:7]1[C:12]([CH3:13])=[CH:11][C:10]([CH3:14])=[C:9]([C:15]2[CH:16]=[CH:17][CH:18]=[CH:19][CH:20]=2)[C:8]=1[CH3:22])([CH3:28])([CH3:27])[CH3:26]. The reactants are [CH2:1]1[CH2:5]O[CH2:3][CH2:2]1.Br[C:7]1[C:8]([CH3:22])=[C:9]([C:15]2[CH:20]=[CH:19][CH:18]=[CH:17][C:16]=2C)[C:10]([CH3:14])=[CH:11][C:12]=1[CH3:13].Cl[P:24]([C:29]([CH3:32])([CH3:31])[CH3:30])[C:25]([CH3:28])([CH3:27])[CH3:26].[NH4+].[OH-].[C:35](OCC)(=O)[CH3:36]. The catalyst is [AlH](CC(C)C)CC(C)C.Cl[Cu]. (2) The reactants are [CH2:1]([C:6]1([C:10]2[CH:15]=[CH:14][CH:13]=[CH:12][CH:11]=2)[CH2:9][NH:8][CH2:7]1)[CH2:2][CH2:3][CH2:4][CH3:5].[NH:16]1[CH:20]=[C:19]([CH2:21][CH2:22][C:23]([NH:25][C@H:26]([CH2:30][C:31]2[CH:36]=[CH:35][C:34]([O:37][CH3:38])=[CH:33][CH:32]=2)[C:27](O)=[O:28])=[O:24])[N:18]=[CH:17]1.C(Cl)CCl.C1C=CC2N(O)N=NC=2C=1.[OH-].[Na+]. The catalyst is CN(C=O)C. The product is [CH3:38][O:37][C:34]1[CH:35]=[CH:36][C:31]([CH2:30][C@@H:26]([NH:25][C:23](=[O:24])[CH2:22][CH2:21][C:19]2[N:18]=[CH:17][NH:16][CH:20]=2)[C:27](=[O:28])[N:8]2[CH2:7][C:6]([CH2:1][CH2:2][CH2:3][CH2:4][CH3:5])([C:10]3[CH:15]=[CH:14][CH:13]=[CH:12][CH:11]=3)[CH2:9]2)=[CH:32][CH:33]=1. The yield is 0.490. (3) The reactants are [C:1]([O:7][CH2:8][CH3:9])(=[O:6])[CH2:2][C:3]([CH3:5])=O.[F:10][C:11]1[CH:18]=[CH:17][C:14]([CH:15]=O)=[CH:13][CH:12]=1.[NH4+:19].[OH-:20]. The catalyst is CCO.C(Cl)Cl. The product is [F:10][C:11]1[CH:18]=[CH:17][C:14]([CH:15]2[C:2]([C:1]([O:7][CH2:8][CH3:9])=[O:6])=[C:3]([CH3:5])[NH:19][C:3]([CH3:5])=[C:2]2[C:1]([O:7][CH2:8][CH3:9])=[O:20])=[CH:13][CH:12]=1. The yield is 0.580. (4) The product is [Si:1]([O:8][C@H:9]1[CH2:10][C@H:11]([N:23]2[C:27]3[N:28]=[CH:29][N:30]=[C:31]([NH:32][CH2:33][CH:34]4[CH2:36][CH2:35]4)[C:26]=3[CH:25]=[CH:24]2)[CH2:12][C@H:13]1[CH2:14][OH:15])([C:4]([CH3:7])([CH3:6])[CH3:5])([CH3:3])[CH3:2]. The catalyst is C1COCC1.N1C=CC=CC=1.F.N1C=CC=CC=1. The reactants are [Si:1]([O:8][C@@H:9]1[C@H:13]([CH2:14][O:15][Si](C(C)(C)C)(C)C)[CH2:12][C@@H:11]([N:23]2[C:27]3[N:28]=[CH:29][N:30]=[C:31]([NH:32][CH2:33][CH:34]4[CH2:36][CH2:35]4)[C:26]=3[CH:25]=[CH:24]2)[CH2:10]1)([C:4]([CH3:7])([CH3:6])[CH3:5])([CH3:3])[CH3:2]. The yield is 0.500. (5) The reactants are [CH:1]([C@H:4]1[NH:9][CH2:8][CH2:7][N:6]2[C:10]3[CH:16]=[C:15]([S:17]([CH3:20])(=[O:19])=[O:18])[C:14]([C:21]([O:23][CH3:24])=[O:22])=[CH:13][C:11]=3[N:12]=[C:5]12)([CH3:3])[CH3:2].Cl[C:26]1[N:31]=[C:30]([C:32]([F:35])([F:34])[F:33])[C:29]([C:36](=[O:38])[CH3:37])=[CH:28][N:27]=1.CCN(C(C)C)C(C)C.O. The catalyst is CC(O)C.C(Cl)Cl. The product is [C:36]([C:29]1[C:30]([C:32]([F:34])([F:35])[F:33])=[N:31][C:26]([N:9]2[CH2:8][CH2:7][N:6]3[C:10]4[CH:16]=[C:15]([S:17]([CH3:20])(=[O:19])=[O:18])[C:14]([C:21]([O:23][CH3:24])=[O:22])=[CH:13][C:11]=4[N:12]=[C:5]3[C@H:4]2[CH:1]([CH3:3])[CH3:2])=[N:27][CH:28]=1)(=[O:38])[CH3:37]. The yield is 0.444. (6) The reactants are [F:1][C:2]([F:17])([F:16])[CH2:3][CH2:4][O:5][C:6]1[N:11]=[CH:10][C:9]([C:12]([O:14]C)=[O:13])=[CH:8][CH:7]=1.[OH-].[Na+]. The catalyst is CCO. The product is [F:17][C:2]([F:1])([F:16])[CH2:3][CH2:4][O:5][C:6]1[N:11]=[CH:10][C:9]([C:12]([OH:14])=[O:13])=[CH:8][CH:7]=1. The yield is 0.480.